Dataset: Reaction yield outcomes from USPTO patents with 853,638 reactions. Task: Predict the reaction yield, written as a fraction of the theoretical maximum amount of product (1.0 means a 100% yield; for example, 0.34 means a 34% yield). (1) The reactants are Br[C:2]1[N:6]([S:7]([C:10]2[CH:15]=[CH:14][CH:13]=[CH:12][CH:11]=2)(=[O:9])=[O:8])[CH:5]=[C:4]([CH2:16][N:17]([CH3:25])[C:18](=[O:24])[O:19][C:20]([CH3:23])([CH3:22])[CH3:21])[CH:3]=1.[S:26]1[CH:30]=[CH:29][C:28](B(O)O)=[CH:27]1.C(=O)([O-])[O-].[Na+].[Na+].C(=O)([O-])O.[Na+]. The catalyst is COCCOC.C1C=CC([P]([Pd]([P](C2C=CC=CC=2)(C2C=CC=CC=2)C2C=CC=CC=2)([P](C2C=CC=CC=2)(C2C=CC=CC=2)C2C=CC=CC=2)[P](C2C=CC=CC=2)(C2C=CC=CC=2)C2C=CC=CC=2)(C2C=CC=CC=2)C2C=CC=CC=2)=CC=1.O. The product is [CH3:25][N:17]([CH2:16][C:4]1[CH:3]=[C:2]([C:28]2[CH:29]=[CH:30][S:26][CH:27]=2)[N:6]([S:7]([C:10]2[CH:15]=[CH:14][CH:13]=[CH:12][CH:11]=2)(=[O:9])=[O:8])[CH:5]=1)[C:18](=[O:24])[O:19][C:20]([CH3:23])([CH3:22])[CH3:21]. The yield is 0.880. (2) The reactants are [CH3:1][C:2]1[CH:10]=[CH:9][C:8]([N+:11]([O-:13])=[O:12])=[CH:7][C:3]=1[C:4]([OH:6])=[O:5].II.[I:16]([O-])(=O)=O.[Na+].S([O-])([O-])=O.[Na+].[Na+]. The catalyst is S(=O)(=O)(O)O.CO.O. The product is [I:16][C:10]1[C:2]([CH3:1])=[C:3]([CH:7]=[C:8]([N+:11]([O-:13])=[O:12])[CH:9]=1)[C:4]([OH:6])=[O:5]. The yield is 0.932. (3) The product is [N:13]([CH2:2][CH2:3][CH:4]([S:9]([OH:12])(=[O:11])=[O:10])[C:5]([O:7][CH3:8])=[O:6])=[N+:14]=[N-:15]. The reactants are Br[CH2:2][CH2:3][CH:4]([S:9]([OH:12])(=[O:11])=[O:10])[C:5]([O:7][CH3:8])=[O:6].[N-:13]=[N+:14]=[N-:15].[Na+]. The catalyst is CN(C=O)C. The yield is 0.950. (4) The reactants are Cl[C:2]1[C:11]([C:12]2[CH:17]=[CH:16][CH:15]=[CH:14][CH:13]=2)=[N:10][C:9]2[C:4](=[CH:5][CH:6]=[CH:7][CH:8]=2)[N:3]=1.Cl.[I-:19].[Na+].C(#N)C. The catalyst is C1COCC1.CCOCC.CCCCCC. The product is [I:19][C:2]1[C:11]([C:12]2[CH:17]=[CH:16][CH:15]=[CH:14][CH:13]=2)=[N:10][C:9]2[C:4](=[CH:5][CH:6]=[CH:7][CH:8]=2)[N:3]=1. The yield is 0.950. (5) The reactants are Cl.FC1C=C(C=CC=1)CN1C=C(C2C3C(=NC=C(C4C=CC(C5CCNCC5)=CC=4)C=3)N(S(C3C=CC(C)=CC=3)(=O)=O)C=2)C=N1.[F:46][C:47]1[CH:52]=[C:51]([C:53]2[CH:54]=[C:55]3[C:61]([C:62]4[C:63]([CH3:76])=[N:64][N:65]([CH2:68][C:69]5[CH:74]=[CH:73][CH:72]=[C:71]([F:75])[CH:70]=5)[C:66]=4[CH3:67])=[CH:60][N:59](S(C4C=CC(C)=CC=4)(=O)=O)[C:56]3=[N:57][CH:58]=2)[CH:50]=[CH:49][C:48]=1[CH:87]1[CH2:92][CH2:91][N:90]([C:93]([O:95][C:96]([CH3:99])([CH3:98])[CH3:97])=[O:94])[CH2:89][CH2:88]1.[OH-].[Li+]. The catalyst is C1COCC1.CO.O. The product is [F:46][C:47]1[CH:52]=[C:51]([C:53]2[CH:54]=[C:55]3[C:61]([C:62]4[C:63]([CH3:76])=[N:64][N:65]([CH2:68][C:69]5[CH:74]=[CH:73][CH:72]=[C:71]([F:75])[CH:70]=5)[C:66]=4[CH3:67])=[CH:60][NH:59][C:56]3=[N:57][CH:58]=2)[CH:50]=[CH:49][C:48]=1[CH:87]1[CH2:88][CH2:89][N:90]([C:93]([O:95][C:96]([CH3:99])([CH3:98])[CH3:97])=[O:94])[CH2:91][CH2:92]1. The yield is 0.696. (6) The reactants are O[CH2:2][N:3]1[CH2:7][CH:6]([CH2:8][CH2:9][CH3:10])[CH2:5][C:4]1=[O:11].S(Cl)(Cl)=O.[CH3:16][C:17]1[CH:18]=[N:19][C:20]2[N:21]([N:23]=[C:24]([C:26]3[CH:31]=[CH:30][CH:29]=[CH:28][CH:27]=3)[CH:25]=2)[CH:22]=1.[Al+3].[Cl-].[Cl-].[Cl-]. The catalyst is C1(C)C=CC=CC=1. The product is [CH3:16][C:17]1[CH:18]=[N:19][C:20]2[N:21]([N:23]=[C:24]([C:26]3[CH:27]=[CH:28][CH:29]=[CH:30][CH:31]=3)[C:25]=2[CH2:2][N:3]2[CH2:7][CH:6]([CH2:8][CH2:9][CH3:10])[CH2:5][C:4]2=[O:11])[CH:22]=1. The yield is 0.500. (7) The reactants are [H-].[Na+].[C:3](=[O:8])([O:6][CH3:7])OC.[C:9]([C:12]1[CH:13]=[C:14]([CH:17]=[CH:18][CH:19]=1)[C:15]#[N:16])(=[O:11])[CH3:10]. The catalyst is C1(C)C=CC=CC=1. The product is [C:15]([C:14]1[CH:13]=[C:12]([C:9](=[O:11])[CH2:10][C:3]([O:6][CH3:7])=[O:8])[CH:19]=[CH:18][CH:17]=1)#[N:16]. The yield is 0.860.